From a dataset of Catalyst prediction with 721,799 reactions and 888 catalyst types from USPTO. Predict which catalyst facilitates the given reaction. (1) Reactant: [H-].[Na+].CN(C)C=O.[CH:8]([C:20]([O:22][CH2:23][CH3:24])=[O:21])([C:15]([O:17][CH2:18][CH3:19])=[O:16])[CH2:9][C:10]([O:12][CH2:13][CH3:14])=[O:11].[CH2:25](Br)[CH:26]([CH3:28])[CH3:27]. Product: [CH3:25][CH:26]([CH3:28])[CH2:27][C:8]([C:20]([O:22][CH2:23][CH3:24])=[O:21])([C:15]([O:17][CH2:18][CH3:19])=[O:16])[CH2:9][C:10]([O:12][CH2:13][CH3:14])=[O:11]. The catalyst class is: 6. (2) Reactant: [CH3:1][O:2][C:3]1[CH:4]=[CH:5][C:6]([CH2:9][OH:10])=[N:7][CH:8]=1. Product: [CH3:1][O:2][C:3]1[CH:4]=[CH:5][C:6]([CH:9]=[O:10])=[N:7][CH:8]=1. The catalyst class is: 703.